From a dataset of Full USPTO retrosynthesis dataset with 1.9M reactions from patents (1976-2016). Predict the reactants needed to synthesize the given product. (1) Given the product [OH:1][C:2]1[CH:3]=[CH:4][C:5]([C:8]2[N:13]=[C:12]([NH:14][C:15]3[CH:23]=[CH:22][C:18]([C:19]([N:34]([CH3:33])[CH:27]4[CH2:30][CH2:29][N:28]([CH3:31])[CH2:26]4)=[O:21])=[C:17]([O:24][CH3:25])[CH:16]=3)[CH:11]=[N:10][CH:9]=2)=[CH:6][CH:7]=1, predict the reactants needed to synthesize it. The reactants are: [OH:1][C:2]1[CH:7]=[CH:6][C:5]([C:8]2[N:13]=[C:12]([NH:14][C:15]3[CH:23]=[CH:22][C:18]([C:19]([OH:21])=O)=[C:17]([O:24][CH3:25])[CH:16]=3)[CH:11]=[N:10][CH:9]=2)=[CH:4][CH:3]=1.[CH2:26]([N:28]([CH2:31]C)[CH2:29][CH3:30])[CH3:27].[CH3:33][N:34](C(ON1N=NC2C=CC=CC1=2)=[N+](C)C)C.[B-](F)(F)(F)F. (2) Given the product [F:1][C:2]1[CH:25]=[CH:24][CH:23]=[C:22]([C:26]([F:27])([F:28])[F:29])[C:3]=1[C:4]([NH:6][C:7]1[S:18][C:10]2[C:11]([CH3:16])([CH3:17])[O:12][C:13]([CH3:15])([CH3:14])[C:9]=2[C:8]=1[C:19]([NH:34][CH2:30][CH:31]([CH3:33])[CH3:32])=[O:20])=[O:5], predict the reactants needed to synthesize it. The reactants are: [F:1][C:2]1[CH:25]=[CH:24][CH:23]=[C:22]([C:26]([F:29])([F:28])[F:27])[C:3]=1[C:4]([NH:6][C:7]1[S:18][C:10]2[C:11]([CH3:17])([CH3:16])[O:12][C:13]([CH3:15])([CH3:14])[C:9]=2[C:8]=1[C:19](O)=[O:20])=[O:5].[CH2:30]([NH2:34])[CH:31]([CH3:33])[CH3:32]. (3) The reactants are: [Cl:1][C:2]1[CH:3]=[C:4]2[C:9](=[CH:10][CH:11]=1)[NH:8][C:7](=[O:12])[N:6]([CH2:13][C:14]([F:17])([F:16])[F:15])[C:5]2(O)[C:18]([F:21])([F:20])[F:19].C(N(CC)CC)C.S(Cl)(Cl)=O.[C:34]1([Mg]Br)[CH:39]=[CH:38][CH:37]=[CH:36][CH:35]=1. Given the product [Cl:1][C:2]1[CH:3]=[C:4]2[C:9](=[CH:10][CH:11]=1)[NH:8][C:7](=[O:12])[N:6]([CH2:13][C:14]([F:17])([F:16])[F:15])[C:5]2([C:34]1[CH:39]=[CH:38][CH:37]=[CH:36][CH:35]=1)[C:18]([F:21])([F:20])[F:19], predict the reactants needed to synthesize it. (4) The reactants are: [C:1](=O)([O:7]C1C=CC([N+]([O-])=O)=CC=1)[O:2][CH2:3][CH:4]1[CH2:6][CH2:5]1.[C:18]([CH2:20][C:21]1([N:25]2[CH:29]=[C:28]([C:30]3[CH:35]=[N:34][N:33]4[C:36]([C:39]5[CH:40]=[C:41]([NH:45][C:46]([NH:48][CH2:49][C:50]([F:53])([F:52])[F:51])=[O:47])[CH:42]=[CH:43][CH:44]=5)=[CH:37][N:38]=[C:32]4[CH:31]=3)[CH:27]=[N:26]2)[CH2:24][NH:23][CH2:22]1)#[N:19].C(N(CC)CC)C. Given the product [C:18]([CH2:20][C:21]1([N:25]2[CH:29]=[C:28]([C:30]3[CH:35]=[N:34][N:33]4[C:36]([C:39]5[CH:44]=[CH:43][CH:42]=[C:41]([NH:45][C:46]([NH:48][CH2:49][C:50]([F:52])([F:53])[F:51])=[O:47])[CH:40]=5)=[CH:37][N:38]=[C:32]4[CH:31]=3)[CH:27]=[N:26]2)[CH2:22][N:23]([C:1]([O:2][CH2:3][CH:4]2[CH2:6][CH2:5]2)=[O:7])[CH2:24]1)#[N:19], predict the reactants needed to synthesize it. (5) Given the product [OH:12][C@:11]1([C:9]2[CH:8]=[CH:7][C:4]([C:5]#[N:6])=[C:3]([CH2:2][C:41]3[CH:40]=[CH:39][C:38]([O:37][C:36]([F:35])([F:47])[F:48])=[CH:43][CH:42]=3)[CH:10]=2)[O:29][C@H:28]([CH2:30][OH:31])[C@@H:23]([OH:24])[C@H:18]([OH:19])[C@H:13]1[OH:14], predict the reactants needed to synthesize it. The reactants are: Br[CH2:2][C:3]1[CH:10]=[C:9]([C:11]2([O:29][C@H:28]([CH2:30][O:31]C(=O)C)[C@@H:23]([O:24]C(=O)C)[C@H:18]([O:19]C(=O)C)[C@H:13]2[O:14]C(=O)C)[OH:12])[CH:8]=[CH:7][C:4]=1[C:5]#[N:6].[F:35][C:36]([F:48])([F:47])[O:37][C:38]1[CH:43]=[CH:42][C:41](B(O)O)=[CH:40][CH:39]=1.C(=O)([O-])[O-].[K+].[K+].CC(C)=O. (6) Given the product [CH2:7]([N:14]1[CH2:21][CH:20]2[O:22][CH:16]([CH2:17][NH:18][CH2:19]2)[CH2:15]1)[C:8]1[CH:9]=[CH:10][CH:11]=[CH:12][CH:13]=1, predict the reactants needed to synthesize it. The reactants are: [H-].[Al+3].[Li+].[H-].[H-].[H-].[CH2:7]([N:14]1[CH2:21][CH:20]2[O:22][CH:16]([CH2:17][N:18](S(C3C=CC=CC=3)(=O)=O)[CH2:19]2)[CH2:15]1)[C:8]1[CH:13]=[CH:12][CH:11]=[CH:10][CH:9]=1.O.[OH-].[K+]. (7) Given the product [Cl:1][C:2]1[N:7]=[C:6]([CH:8]([F:17])[CH3:9])[CH:5]=[CH:4][N:3]=1, predict the reactants needed to synthesize it. The reactants are: [Cl:1][C:2]1[N:7]=[C:6]([CH:8](O)[CH3:9])[CH:5]=[CH:4][N:3]=1.C(N(S(F)(F)[F:17])CC)C. (8) Given the product [NH2:1][C:2]1[N:3]=[C:4]([CH3:21])[C:5]2[C:11](=[O:12])[NH:10][C@@H:9]([C:13]3[CH:18]=[CH:17][C:16]([F:19])=[CH:15][C:14]=3[O:47][CH:42]3[CH2:46][CH2:45][CH2:44][CH2:43]3)[CH2:8][C:6]=2[N:7]=1, predict the reactants needed to synthesize it. The reactants are: [NH2:1][C:2]1[N:3]=[C:4]([CH3:21])[C:5]2[C:11](=[O:12])[NH:10][C@@H:9]([C:13]3[CH:18]=[CH:17][C:16]([F:19])=[CH:15][C:14]=3Br)[CH2:8][C:6]=2[N:7]=1.C(=O)([O-])[O-].[Cs+].[Cs+].N1C2C(=CC=C3C=2N=CC=C3)C=CC=1.[CH:42]1([OH:47])[CH2:46][CH2:45][CH2:44][CH2:43]1. (9) Given the product [Cl:25][CH2:20][C:15]1[C:14]([C:11]2[CH:12]=[CH:13][C:8]([C:5]3[N:6]=[CH:7][C:2]([NH2:1])=[N:3][CH:4]=3)=[C:9]([F:22])[CH:10]=2)=[CH:19][CH:18]=[CH:17][CH:16]=1, predict the reactants needed to synthesize it. The reactants are: [NH2:1][C:2]1[N:3]=[CH:4][C:5]([C:8]2[CH:13]=[CH:12][C:11]([C:14]3[CH:19]=[CH:18][CH:17]=[CH:16][C:15]=3[CH2:20]O)=[CH:10][C:9]=2[F:22])=[N:6][CH:7]=1.O=S(Cl)[Cl:25]. (10) Given the product [O:1]=[C:2]1[C:6]2([CH2:11][CH2:10][N:9]([CH2:30][CH2:31][CH2:32][N:33]3[C:37]4[CH:38]=[CH:39][CH:40]=[CH:41][C:36]=4[NH:35][C:34]3=[O:43])[CH2:8][CH2:7]2)[CH:5]([C:12]2[CH:17]=[CH:16][CH:15]=[CH:14][CH:13]=2)[CH2:4][N:3]1[CH2:18][C:19]1[CH:20]=[C:21]([CH:26]=[CH:27][CH:28]=1)[C:22]([O:24][CH3:25])=[O:23], predict the reactants needed to synthesize it. The reactants are: [O:1]=[C:2]1[C:6]2([CH2:11][CH2:10][NH:9][CH2:8][CH2:7]2)[CH:5]([C:12]2[CH:17]=[CH:16][CH:15]=[CH:14][CH:13]=2)[CH2:4][N:3]1[CH2:18][C:19]1[CH:20]=[C:21]([CH:26]=[CH:27][CH:28]=1)[C:22]([O:24][CH3:25])=[O:23].I[CH2:30][CH2:31][CH2:32][N:33]1[C:37]2[CH:38]=[CH:39][C:40](=O)[CH2:41][C:36]=2[NH:35][C:34]1=[O:43].C(=O)([O-])[O-].[K+].[K+].